From a dataset of Forward reaction prediction with 1.9M reactions from USPTO patents (1976-2016). Predict the product of the given reaction. (1) Given the reactants [CH2:1]([C@H:8]1[CH2:13][CH2:12][N:11]([CH2:14][CH2:15][S:16]([C:19]2[CH:24]=[CH:23][C:22]([OH:25])=[CH:21][CH:20]=2)(=[O:18])=[O:17])[CH2:10][C@H:9]1[OH:26])[C:2]1[CH:7]=[CH:6][CH:5]=[CH:4][CH:3]=1.C(Cl)(Cl)(Cl)Cl.C(N(CC)C(C)C)(C)C.[CH2:41]([O:48][P:49]([O-:58])[O:50][CH2:51][C:52]1[CH:57]=[CH:56][CH:55]=[CH:54][CH:53]=1)[C:42]1[CH:47]=[CH:46][CH:45]=[CH:44][CH:43]=1.C([O-])(O)=O.[Na+], predict the reaction product. The product is: [CH2:1]([C@H:8]1[CH2:13][CH2:12][N:11]([CH2:14][CH2:15][S:16]([C:19]2[CH:24]=[CH:23][C:22]([O:25][P:49](=[O:58])([O:50][CH2:51][C:52]3[CH:57]=[CH:56][CH:55]=[CH:54][CH:53]=3)[O:48][CH2:41][C:42]3[CH:47]=[CH:46][CH:45]=[CH:44][CH:43]=3)=[CH:21][CH:20]=2)(=[O:18])=[O:17])[CH2:10][C@H:9]1[OH:26])[C:2]1[CH:7]=[CH:6][CH:5]=[CH:4][CH:3]=1. (2) Given the reactants C(O[C:4](=[C:11]1[C:19]2[C:14](=[CH:15][CH:16]=[C:17]([N+:20]([O-:22])=[O:21])[CH:18]=2)[NH:13][C:12]1=[O:23])[C:5]1[CH:10]=[CH:9][CH:8]=[CH:7][CH:6]=1)C.[CH3:24][N:25]([CH3:36])[CH2:26][CH2:27][NH:28][C:29]1[CH:35]=[CH:34][C:32]([NH2:33])=[CH:31][CH:30]=1, predict the reaction product. The product is: [CH3:24][N:25]([CH3:36])[CH2:26][CH2:27][NH:28][C:29]1[CH:35]=[CH:34][C:32]([NH:33]/[C:4](=[C:11]2\[C:12](=[O:23])[NH:13][C:14]3[C:19]\2=[CH:18][C:17]([N+:20]([O-:22])=[O:21])=[CH:16][CH:15]=3)/[C:5]2[CH:10]=[CH:9][CH:8]=[CH:7][CH:6]=2)=[CH:31][CH:30]=1. (3) Given the reactants I[C:2]1[CH:3]=[C:4]2[C:8](=[CH:9][CH:10]=1)[N:7]([CH:11]1[CH2:16][CH2:15][CH2:14][CH2:13][O:12]1)[N:6]=[C:5]2[CH2:17][N:18]([CH3:30])[CH2:19][CH2:20][N:21]([CH3:29])[C:22](=[O:28])[O:23][C:24]([CH3:27])([CH3:26])[CH3:25].CN(CCNC)[C:33](=O)[O:34][C:35]([CH3:38])(C)C.C(=O)([O-])[O-].[K+].[K+].O1CCO[CH2:52][CH2:51]1, predict the reaction product. The product is: [O:34]1[CH2:33][CH:52]=[C:51]([C:2]2[CH:3]=[C:4]3[C:8](=[CH:9][CH:10]=2)[N:7]([CH:11]2[CH2:16][CH2:15][CH2:14][CH2:13][O:12]2)[N:6]=[C:5]3[CH2:17][N:18]([CH3:30])[CH2:19][CH2:20][N:21]([CH3:29])[C:22](=[O:28])[O:23][C:24]([CH3:25])([CH3:26])[CH3:27])[CH2:38][CH2:35]1. (4) Given the reactants Br[C:2]1[CH:23]=[CH:22][C:21]([O:24][CH2:25][C:26]2[CH:31]=[CH:30][C:29]([F:32])=[CH:28][CH:27]=2)=[CH:20][C:3]=1[C:4]([C:6](=[CH:12][NH:13][C@@H:14]([CH:17]([CH3:19])[CH3:18])[CH2:15][OH:16])[C:7]([O:9][CH2:10][CH3:11])=[O:8])=[O:5].[Cl-].[K+].C[Si](C)(C)N=C(O[Si](C)(C)C)C.Cl, predict the reaction product. The product is: [F:32][C:29]1[CH:30]=[CH:31][C:26]([CH2:25][O:24][C:21]2[CH:20]=[C:3]3[C:2](=[CH:23][CH:22]=2)[N:13]([C@@H:14]([CH:17]([CH3:19])[CH3:18])[CH2:15][OH:16])[CH:12]=[C:6]([C:7]([O:9][CH2:10][CH3:11])=[O:8])[C:4]3=[O:5])=[CH:27][CH:28]=1.